This data is from Catalyst prediction with 721,799 reactions and 888 catalyst types from USPTO. The task is: Predict which catalyst facilitates the given reaction. (1) Reactant: C([Li])CCC.Br[C:7]1[S:8][CH:9]=[CH:10][N:11]=1.CN(OC)[C:14]([CH:16]1[CH2:20][C:19](=[O:21])[N:18]([C@@H:22]([C:24]2[CH:29]=[CH:28][CH:27]=[CH:26][CH:25]=2)[CH3:23])[CH2:17]1)=[O:15].Cl. Product: [S:8]1[CH:9]=[CH:10][N:11]=[C:7]1[C:14]([C@H:16]1[CH2:17][N:18]([C@@H:22]([C:24]2[CH:29]=[CH:28][CH:27]=[CH:26][CH:25]=2)[CH3:23])[C:19](=[O:21])[CH2:20]1)=[O:15]. The catalyst class is: 7. (2) Reactant: [CH3:1][C:2]1[CH:7]=[CH:6][C:5]([C:8]2[O:9][C:10]([CH3:13])=[N:11][N:12]=2)=[CH:4][C:3]=1[C:14]1[CH:19]=[CH:18][C:17]([C:20](O)=[O:21])=[CH:16][CH:15]=1.[NH2:23][C:24]1[CH:29]=[CH:28][CH:27]=[CH:26][CH:25]=1.Cl.CN(C)CCCN=C=NCC. Product: [CH3:1][C:2]1[CH:7]=[CH:6][C:5]([C:8]2[O:9][C:10]([CH3:13])=[N:11][N:12]=2)=[CH:4][C:3]=1[C:14]1[CH:15]=[CH:16][C:17]([C:20]([NH:23][C:24]2[CH:29]=[CH:28][CH:27]=[CH:26][CH:25]=2)=[O:21])=[CH:18][CH:19]=1. The catalyst class is: 85. (3) Reactant: [Br:1][C:2]1[CH:7]=[CH:6][C:5]([F:8])=[C:4]([CH3:9])[N:3]=1.[Li]CCCC.[CH:15]1([C:18]2[N:22](C(OC(C)(C)C)=O)[C:21]3[CH:30]=[C:31]([C:42]4[C:43]([CH3:48])=[N:44][O:45][C:46]=4[CH3:47])[CH:32]=[C:33]([C:34]([C:36]4[N:41]=[CH:40][CH:39]=[CH:38][N:37]=4)=[O:35])[C:20]=3[N:19]=2)[CH2:17][CH2:16]1.[NH4+].[Cl-].C(O)(C(F)(F)F)=O. Product: [Br:1][C:2]1[N:3]=[C:4]([CH3:9])[C:5]([F:8])=[C:6]([C:34]([C:33]2[C:20]3[N:19]=[C:18]([CH:15]4[CH2:16][CH2:17]4)[NH:22][C:21]=3[CH:30]=[C:31]([C:42]3[C:43]([CH3:48])=[N:44][O:45][C:46]=3[CH3:47])[CH:32]=2)([C:36]2[N:41]=[CH:40][CH:39]=[CH:38][N:37]=2)[OH:35])[CH:7]=1. The catalyst class is: 20. (4) Reactant: [Cl:1][C:2]1[CH:7]=[CH:6][C:5]([C:8]2[O:9][CH2:10][C:11]([CH3:14])([CH3:13])[N:12]=2)=[C:4](I)[CH:3]=1.C([Li])CCC.CON(C)[C:24](=[O:36])[CH2:25][CH2:26][N:27]([CH3:35])[C:28](=[O:34])[O:29][C:30]([CH3:33])([CH3:32])[CH3:31]. Product: [Cl:1][C:2]1[CH:7]=[CH:6][C:5]([C:8]2[O:9][CH2:10][C:11]([CH3:14])([CH3:13])[N:12]=2)=[C:4]([C:24](=[O:36])[CH2:25][CH2:26][N:27]([CH3:35])[C:28](=[O:34])[O:29][C:30]([CH3:31])([CH3:32])[CH3:33])[CH:3]=1. The catalyst class is: 1.